From a dataset of Full USPTO retrosynthesis dataset with 1.9M reactions from patents (1976-2016). Predict the reactants needed to synthesize the given product. (1) Given the product [N+:15](/[CH:18]=[CH:10]/[C:9]1[CH:8]=[C:7]([C:2]2[CH:3]=[CH:4][CH:5]=[CH:6][N:1]=2)[CH:14]=[CH:13][CH:12]=1)([O-:17])=[O:16], predict the reactants needed to synthesize it. The reactants are: [N:1]1[CH:6]=[CH:5][CH:4]=[CH:3][C:2]=1[C:7]1[CH:8]=[C:9]([CH:12]=[CH:13][CH:14]=1)[CH:10]=O.[N+:15]([CH3:18])([O-:17])=[O:16]. (2) Given the product [CH2:8]([N:7]1[CH:23]([C:24]2[CH:29]=[CH:28][CH:27]=[CH:26][CH:25]=2)[CH2:22][C:5]([C:4]([O:3][CH2:1][CH3:2])=[O:13])=[N:6]1)[CH2:9][CH2:10][CH2:11][CH3:12], predict the reactants needed to synthesize it. The reactants are: [CH2:1]([O:3][C:4](=[O:13])[CH:5]=[N:6][NH:7][CH2:8][CH2:9][CH2:10][CH2:11][CH3:12])[CH3:2].ClN1C(=O)CCC1=O.[CH2:22]=[CH:23][C:24]1[CH:29]=[CH:28][CH:27]=[CH:26][CH:25]=1.C(=O)(O)[O-].[K+]. (3) Given the product [CH3:20][C:18]1([CH3:21])[CH2:17][C:16]2[CH:22]=[C:12]([S:29]([CH3:28])(=[O:31])=[O:30])[CH:13]=[C:14]([C:23]([O:25][CH2:26][CH3:27])=[O:24])[C:15]=2[O:19]1, predict the reactants needed to synthesize it. The reactants are: [OH-].[Na+].N1CCC[C@H]1C(O)=O.I[C:12]1[CH:13]=[C:14]([C:23]([O:25][CH2:26][CH3:27])=[O:24])[C:15]2[O:19][C:18]([CH3:21])([CH3:20])[CH2:17][C:16]=2[CH:22]=1.[CH3:28][S:29]([O-:31])=[O:30]. (4) Given the product [CH2:1]([O:3][C:4]([C:6]1[N:7]([CH3:23])[C:8]2[C:13]([C:14]=1[NH:15][C:16]1[CH:21]=[CH:20][N:19]=[CH:18][CH:17]=1)=[CH:12][C:11]([F:22])=[CH:10][CH:9]=2)=[O:5])[CH3:2], predict the reactants needed to synthesize it. The reactants are: [CH2:1]([O:3][C:4]([C:6]1[NH:7][C:8]2[C:13]([C:14]=1[NH:15][C:16]1[CH:21]=[CH:20][N:19]=[CH:18][CH:17]=1)=[CH:12][C:11]([F:22])=[CH:10][CH:9]=2)=[O:5])[CH3:2].[CH3:23]C(C)([O-])C.[K+].O1CCCC1.[Cl-].[NH4+]. (5) The reactants are: C(O)(=O)C.C([O:7][C:8](=O)/[C:9](=[CH:22]/[C:23]1[CH:28]=[CH:27][C:26]([N:29]2[CH:33]=[C:32]([CH3:34])[N:31]=[CH:30]2)=[C:25]([O:35][CH3:36])[CH:24]=1)/[CH2:10][CH2:11][CH2:12][NH:13][CH2:14][C:15]1[CH:20]=[CH:19][CH:18]=[C:17]([F:21])[CH:16]=1)C.[OH-].[Na+].O.C(=O)(O)[O-].[Na+]. Given the product [F:21][C:17]1[CH:16]=[C:15]([CH:20]=[CH:19][CH:18]=1)[CH2:14][N:13]1[CH2:12][CH2:11][CH2:10]/[C:9](=[CH:22]\[C:23]2[CH:28]=[CH:27][C:26]([N:29]3[CH:33]=[C:32]([CH3:34])[N:31]=[CH:30]3)=[C:25]([O:35][CH3:36])[CH:24]=2)/[C:8]1=[O:7], predict the reactants needed to synthesize it.